This data is from Full USPTO retrosynthesis dataset with 1.9M reactions from patents (1976-2016). The task is: Predict the reactants needed to synthesize the given product. (1) Given the product [CH3:1][O:2][C:3](=[O:17])[CH2:4][O:5][C:6]1[CH:15]=[CH:14][C:13]([S:16][CH2:19][C:20]2[S:24][C:23]([C:25]3[CH:26]=[CH:27][C:28]([C:31]([F:34])([F:32])[F:33])=[CH:29][CH:30]=3)=[N:22][C:21]=2[CH3:35])=[C:12]2[C:7]=1[CH2:8][CH2:9][CH2:10][O:11]2, predict the reactants needed to synthesize it. The reactants are: [CH3:1][O:2][C:3](=[O:17])[CH2:4][O:5][C:6]1[CH:15]=[CH:14][C:13]([SH:16])=[C:12]2[C:7]=1[CH2:8][CH2:9][CH2:10][O:11]2.Cl[CH2:19][C:20]1[S:24][C:23]([C:25]2[CH:30]=[CH:29][C:28]([C:31]([F:34])([F:33])[F:32])=[CH:27][CH:26]=2)=[N:22][C:21]=1[CH3:35].C(=O)([O-])[O-].[Cs+].[Cs+]. (2) The reactants are: [NH2:1][CH2:2][CH2:3][C@H:4]([N:6]1[CH2:11][CH2:10][CH:9]([N:12]([CH2:19][C:20]2[CH:21]=[N:22][CH:23]=[CH:24][C:25]=2[CH3:26])[C:13]2[CH:18]=[CH:17][CH:16]=[CH:15][CH:14]=2)[CH2:8][CH2:7]1)[CH3:5].CCN=C=NCCCN(C)C.C1C=CC2N(O)N=NC=2C=1.[C:48]([C:50]1[CH:58]=[C:57]([CH3:59])[C:53]([C:54](O)=[O:55])=[C:52]([CH3:60])[CH:51]=1)#[N:49].CCN(C(C)C)C(C)C. Given the product [C:48]([C:50]1[CH:58]=[C:57]([CH3:59])[C:53]([C:54]([NH:1][CH2:2][CH2:3][C@H:4]([N:6]2[CH2:7][CH2:8][CH:9]([N:12]([CH2:19][C:20]3[CH:21]=[N:22][CH:23]=[CH:24][C:25]=3[CH3:26])[C:13]3[CH:18]=[CH:17][CH:16]=[CH:15][CH:14]=3)[CH2:10][CH2:11]2)[CH3:5])=[O:55])=[C:52]([CH3:60])[CH:51]=1)#[N:49], predict the reactants needed to synthesize it. (3) Given the product [O:1]=[S:2]1(=[O:50])[CH2:6][CH2:5][CH:4]([NH:7][CH2:8][CH2:9][NH:10][C@:11]23[CH2:46][CH2:45][C@@H:44]([C:47]([CH3:49])=[CH2:48])[C@@H:12]2[C@@H:13]2[C@@:26]([CH3:29])([CH2:27][CH2:28]3)[C@@:25]3([CH3:30])[C@@H:16]([C@:17]4([CH3:43])[C@@H:22]([CH2:23][CH2:24]3)[C:21]([CH3:32])([CH3:31])[C:20]([C:33]3[CH:34]=[CH:35][C:36]([C:37]([OH:39])=[O:38])=[CH:41][CH:42]=3)=[CH:19][CH2:18]4)[CH2:15][CH2:14]2)[CH2:3]1, predict the reactants needed to synthesize it. The reactants are: [O:1]=[S:2]1(=[O:50])[CH2:6][CH2:5][CH:4]([NH:7][CH2:8][CH2:9][NH:10][C@:11]23[CH2:46][CH2:45][C@@H:44]([C:47]([CH3:49])=[CH2:48])[C@@H:12]2[C@@H:13]2[C@@:26]([CH3:29])([CH2:27][CH2:28]3)[C@@:25]3([CH3:30])[C@@H:16]([C@:17]4([CH3:43])[C@@H:22]([CH2:23][CH2:24]3)[C:21]([CH3:32])([CH3:31])[C:20]([C:33]3[CH:42]=[CH:41][C:36]([C:37]([O:39]C)=[O:38])=[CH:35][CH:34]=3)=[CH:19][CH2:18]4)[CH2:15][CH2:14]2)[CH2:3]1.[OH-].[Na+]. (4) Given the product [C:49]([O:48][C:45]1[CH:44]=[CH:43][C:42]([CH2:41][C@H:37]([NH:36][C:34](=[O:35])[O:33][CH2:32][CH:30]2[C:31]3[CH:19]=[CH:20][CH:21]=[CH:22][C:23]=3[C:24]3[C:29]2=[CH:28][CH:27]=[CH:26][CH:25]=3)[C:38]([N:5]([CH2:6][CH:7]([O:8][CH2:9][CH3:10])[O:11][CH2:12][CH3:13])[CH2:4][C:3]2[CH:14]=[CH:15][C:16]([F:18])=[CH:17][C:2]=2[F:1])=[O:39])=[CH:47][CH:46]=1)([CH3:52])([CH3:50])[CH3:51], predict the reactants needed to synthesize it. The reactants are: [F:1][C:2]1[CH:17]=[C:16]([F:18])[CH:15]=[CH:14][C:3]=1[CH2:4][NH:5][CH2:6][CH:7]([O:11][CH2:12][CH3:13])[O:8][CH2:9][CH3:10].[CH:19]1[C:31]2[CH:30]([CH2:32][O:33][C:34]([NH:36][C@@H:37]([CH2:41][C:42]3[CH:47]=[CH:46][C:45]([O:48][C:49]([CH3:52])([CH3:51])[CH3:50])=[CH:44][CH:43]=3)[C:38](O)=[O:39])=[O:35])[C:29]3[C:24](=[CH:25][CH:26]=[CH:27][CH:28]=3)[C:23]=2[CH:22]=[CH:21][CH:20]=1. (5) Given the product [CH3:6][O:5][C:1](=[O:4])[CH2:2][O:3][C:14]1[C:15]([N+:16]([O-:18])=[O:17])=[C:10]([Cl:9])[N:11]=[CH:12][N:13]=1, predict the reactants needed to synthesize it. The reactants are: [C:1]([O:5][CH3:6])(=[O:4])[CH2:2][OH:3].[H-].[Na+].[Cl:9][C:10]1[C:15]([N+:16]([O-:18])=[O:17])=[C:14](Cl)[N:13]=[CH:12][N:11]=1.O. (6) The reactants are: [Cl:1][C:2]1[CH:3]=[C:4]([N+:10]([O-])=O)[C:5]([C:8]#[N:9])=[N:6][CH:7]=1.[OH-].[NH4+].S(S([O-])=O)([O-])=[O:16].[Na+].[Na+]. Given the product [NH2:10][C:4]1[C:5]([C:8]([NH2:9])=[O:16])=[N:6][CH:7]=[C:2]([Cl:1])[CH:3]=1, predict the reactants needed to synthesize it. (7) Given the product [CH:25]12[CH2:30][CH:29]1[CH2:28][N:27]([C:9]1[N:8]=[C:7]([NH:6][CH2:5][C:4]3[CH:19]=[CH:20][C:21]([O:22][CH3:23])=[C:2]([Cl:1])[CH:3]=3)[C:12]([C:13]([OH:15])=[O:14])=[CH:11][N:10]=1)[CH2:26]2, predict the reactants needed to synthesize it. The reactants are: [Cl:1][C:2]1[CH:3]=[C:4]([CH:19]=[CH:20][C:21]=1[O:22][CH3:23])[CH2:5][NH:6][C:7]1[C:12]([C:13]([OH:15])=[O:14])=[CH:11][N:10]=[C:9](S(C)=O)[N:8]=1.Cl.[CH:25]12[CH2:30][CH:29]1[CH2:28][NH:27][CH2:26]2.C(N(CC)CC)C.O.